The task is: Predict which catalyst facilitates the given reaction.. This data is from Catalyst prediction with 721,799 reactions and 888 catalyst types from USPTO. (1) Reactant: [CH3:1][C:2]1[C:3]([C:19]([O:21]CC)=[O:20])=[C:4]2[CH:9]=[CH:8][CH:7]=[N:6][N:5]2[C:10]=1[C:11]([N:13]1[CH2:18][CH2:17][O:16][CH2:15][CH2:14]1)=[O:12].[OH-].[Na+].Cl. Product: [CH3:1][C:2]1[C:3]([C:19]([OH:21])=[O:20])=[C:4]2[CH:9]=[CH:8][CH:7]=[N:6][N:5]2[C:10]=1[C:11]([N:13]1[CH2:14][CH2:15][O:16][CH2:17][CH2:18]1)=[O:12]. The catalyst class is: 193. (2) Reactant: [C:1]([NH:4][C:5]1[C:14]([Cl:15])=[CH:13][C:8]([C:9]([O:11][CH3:12])=[O:10])=[C:7]([O:16][CH3:17])[C:6]=1[NH2:18])(=O)[CH3:2].C1(C)C=CC(S(O)(=O)=O)=CC=1. Product: [Cl:15][C:14]1[C:5]2[NH:4][C:1]([CH3:2])=[N:18][C:6]=2[C:7]([O:16][CH3:17])=[C:8]([C:9]([O:11][CH3:12])=[O:10])[CH:13]=1. The catalyst class is: 11. (3) Reactant: [C:1]([O:5][C:6]([NH:8][C@@H:9]([CH2:28][C:29]1[CH:34]=[CH:33][CH:32]=[CH:31][CH:30]=1)[C@@H:10]([OH:27])[C@@H:11]([NH:15][CH2:16][C:17]1[C:26]2[C:21](=[CH:22][CH:23]=[CH:24][CH:25]=2)[CH:20]=[CH:19][CH:18]=1)[C:12]([OH:14])=O)=[O:7])([CH3:4])([CH3:3])[CH3:2].[B-](F)(F)(F)F.CN(C(ON1C(=O)C=CC=C1)=[N+](C)C)C.CCN(C(C)C)C(C)C.[NH2:64][C@@H:65]([CH:79]([CH3:81])[CH3:80])[C:66]([NH:68][CH2:69][C:70]1[CH:75]=[CH:74][C:73]([O:76][CH3:77])=[CH:72][C:71]=1[OH:78])=[O:67]. Product: [C:1]([O:5][C:6](=[O:7])[NH:8][C@@H:9]([CH2:28][C:29]1[CH:34]=[CH:33][CH:32]=[CH:31][CH:30]=1)[C@@H:10]([OH:27])[C@H:11]([C:12](=[O:14])[NH:64][C@H:65]([C:66](=[O:67])[NH:68][CH2:69][C:70]1[CH:75]=[CH:74][C:73]([O:76][CH3:77])=[CH:72][C:71]=1[OH:78])[CH:79]([CH3:81])[CH3:80])[NH:15][CH2:16][C:17]1[C:26]2[C:21](=[CH:22][CH:23]=[CH:24][CH:25]=2)[CH:20]=[CH:19][CH:18]=1)([CH3:4])([CH3:3])[CH3:2]. The catalyst class is: 39. (4) Reactant: [CH2:1]([O:3][CH:4]([O:19][CH2:20][CH3:21])[C@@H:5]([NH:7][CH2:8][C:9]1[C:18]2[C:13](=[CH:14][CH:15]=[CH:16][CH:17]=2)[CH:12]=[CH:11][CH:10]=1)[CH3:6])[CH3:2].[NH:22]([C:28]([O:30][CH2:31][CH:32]1[C:44]2[C:39](=[CH:40][CH:41]=[CH:42][CH:43]=2)[C:38]2[C:33]1=[CH:34][CH:35]=[CH:36][CH:37]=2)=[O:29])[C@H:23]([C:25](O)=[O:26])[CH3:24].CN(C(ON1N=NC2C=CC=NC1=2)=[N+](C)C)C.F[P-](F)(F)(F)(F)F.CCN(C(C)C)C(C)C. Product: [CH2:20]([O:19][CH:4]([O:3][CH2:1][CH3:2])[C@@H:5]([N:7]([CH2:8][C:9]1[C:18]2[C:13](=[CH:14][CH:15]=[CH:16][CH:17]=2)[CH:12]=[CH:11][CH:10]=1)[C:25](=[O:26])[C@@H:23]([NH:22][C:28](=[O:29])[O:30][CH2:31][CH:32]1[C:33]2[CH:34]=[CH:35][CH:36]=[CH:37][C:38]=2[C:39]2[C:44]1=[CH:43][CH:42]=[CH:41][CH:40]=2)[CH3:24])[CH3:6])[CH3:21]. The catalyst class is: 248.